This data is from Forward reaction prediction with 1.9M reactions from USPTO patents (1976-2016). The task is: Predict the product of the given reaction. (1) Given the reactants CS(O[CH:6]1[CH2:9][N:8]([C:10]2[S:11][CH:12]=[C:13]([C:15](=[O:35])[NH:16][C@H:17]3[CH2:21][CH2:20][N:19]([C:22]([O:24][CH2:25][C:26]4[CH:31]=[CH:30][C:29]([N+:32]([O-:34])=[O:33])=[CH:28][CH:27]=4)=[O:23])[CH2:18]3)[N:14]=2)[CH2:7]1)(=O)=O.[C:36]([O-:39])(=[S:38])[CH3:37].[K+], predict the reaction product. The product is: [C:36]([S:38][CH:6]1[CH2:7][N:8]([C:10]2[S:11][CH:12]=[C:13]([C:15](=[O:35])[NH:16][C@H:17]3[CH2:21][CH2:20][N:19]([C:22]([O:24][CH2:25][C:26]4[CH:31]=[CH:30][C:29]([N+:32]([O-:34])=[O:33])=[CH:28][CH:27]=4)=[O:23])[CH2:18]3)[N:14]=2)[CH2:9]1)(=[O:39])[CH3:37]. (2) The product is: [Cl:1][C:2]1[CH:24]=[CH:23][C:5]([CH2:6][N:7]2[C:11]([CH2:12][CH2:13][CH2:14][OH:15])=[CH:10][C:9]([O:19][CH:20]([CH3:22])[CH3:21])=[N:8]2)=[C:4]([O:25][CH:26]([CH3:28])[CH3:27])[CH:3]=1. Given the reactants [Cl:1][C:2]1[CH:24]=[CH:23][C:5]([CH2:6][N:7]2[C:11]([CH2:12][CH2:13][C:14](OCC)=[O:15])=[CH:10][C:9]([O:19][CH:20]([CH3:22])[CH3:21])=[N:8]2)=[C:4]([O:25][CH:26]([CH3:28])[CH3:27])[CH:3]=1.[H-].C([Al+]CC(C)C)C(C)C.CO.[C@H](O)(C([O-])=O)[C@@H](O)C([O-])=O.[Na+].[K+], predict the reaction product. (3) Given the reactants [NH:1]([C:7]([O:9][C:10]([CH3:13])([CH3:12])[CH3:11])=[O:8])[C@H:2]([C:4]([OH:6])=O)[CH3:3].CCN=C=N[CH2:19][CH2:20][CH2:21][N:22]([CH3:24])C.[CH:25]1[CH:26]=[CH:27][C:28]2N(O)N=[N:31][C:29]=2C=1.CN1[CH2:41][CH2:40][O:39][CH2:38][CH2:37]1.[CH3:42]N(C=O)C, predict the reaction product. The product is: [C:10]([O:9][C:7](=[O:8])[NH:1][CH:2]([C:4](=[O:6])[NH:31][C:29]1[CH:28]=[CH:27][CH:26]=[CH:25][C:24]=1[NH:22][C:21]1[CH:20]=[CH:19][C:38]([O:39][CH2:40][CH3:41])=[CH:37][CH:42]=1)[CH3:3])([CH3:13])([CH3:12])[CH3:11]. (4) Given the reactants [Br:1][C:2]1[CH:31]=[CH:30][C:5]2[N:6](S(=O)(=O)N(C)C)[C:7]([C:9]3([C:22]#[N:23])[CH2:14][CH2:13][N:12](C(OC(C)(C)C)=O)[CH2:11][CH2:10]3)=[N:8][C:4]=2[CH:3]=1.BrC1C=CC2N=C(C3(C#N)CCN(C(OC(C)(C)C)=O)CC3)N(S(=O)(=O)N(C)C)C=2C=1.Cl, predict the reaction product. The product is: [Br:1][C:2]1[CH:31]=[CH:30][C:5]2[NH:6][C:7]([C:9]3([C:22]#[N:23])[CH2:14][CH2:13][NH:12][CH2:11][CH2:10]3)=[N:8][C:4]=2[CH:3]=1. (5) Given the reactants [CH3:1][N:2]1[C:6]2[CH:7]=[CH:8][C:9]([N:11]3[CH:16]=[C:15]([C:17]([O:19][CH2:20][CH3:21])=[O:18])[C:14](=[O:22])[NH:13][C:12]3=[O:23])=[CH:10][C:5]=2[N:4]([CH3:24])[C:3]1=[O:25].C1(P(C2C=CC=CC=2)C2C=CC=CC=2)C=CC=CC=1.N(C(OC(C)C)=O)=NC(OC(C)C)=O.[CH3:59][O:60][C:61]1[CH:62]=[C:63]2[C:67](=[CH:68][CH:69]=1)[CH:66](O)[CH2:65][CH2:64]2, predict the reaction product. The product is: [CH3:1][N:2]1[C:6]2[CH:7]=[CH:8][C:9]([N:11]3[CH:16]=[C:15]([C:17]([O:19][CH2:20][CH3:21])=[O:18])[C:14](=[O:22])[N:13]([CH:66]4[C:67]5[C:63](=[CH:62][C:61]([O:60][CH3:59])=[CH:69][CH:68]=5)[CH2:64][CH2:65]4)[C:12]3=[O:23])=[CH:10][C:5]=2[N:4]([CH3:24])[C:3]1=[O:25]. (6) Given the reactants [F:1][C:2]1[CH:7]=[CH:6][CH:5]=[C:4]([F:8])[C:3]=1[C:9]1[S:10][C:11]([NH:30][C:31](=[O:37])[O:32][C:33]([CH3:36])([CH3:35])[CH3:34])=[C:12]([C:14](=[O:29])[NH:15][C:16]2[CH:17]=[N:18][N:19]([CH3:28])[C:20]=2[CH:21]2[CH2:26][CH2:25][CH:24](O)[CH2:23][CH2:22]2)[N:13]=1.C(N(CC)CC)C.CS(Cl)(=O)=O.[N-:50]=[N+:51]=[N-:52].[Na+], predict the reaction product. The product is: [N:50]([CH:24]1[CH2:23][CH2:22][CH:21]([C:20]2[N:19]([CH3:28])[N:18]=[CH:17][C:16]=2[NH:15][C:14]([C:12]2[N:13]=[C:9]([C:3]3[C:4]([F:8])=[CH:5][CH:6]=[CH:7][C:2]=3[F:1])[S:10][C:11]=2[NH:30][C:31](=[O:37])[O:32][C:33]([CH3:34])([CH3:36])[CH3:35])=[O:29])[CH2:26][CH2:25]1)=[N+:51]=[N-:52]. (7) Given the reactants [CH2:1]([O:5][C:6]1[C:11]([C:12]([N:14]2[CH2:31][CH2:30][C:17]3([CH2:22][CH2:21][N:20]([C:23]([O:25][C:26]([CH3:29])([CH3:28])[CH3:27])=[O:24])[CH2:19][CH2:18]3)[CH2:16][CH2:15]2)=O)=[CH:10][CH:9]=[CH:8][N:7]=1)[CH:2]([CH3:4])[CH3:3].[H-].[Al+3].[Li+].[H-].[H-].[H-], predict the reaction product. The product is: [CH2:1]([O:5][C:6]1[C:11]([CH2:12][N:14]2[CH2:15][CH2:16][C:17]3([CH2:22][CH2:21][N:20]([C:23]([O:25][C:26]([CH3:29])([CH3:28])[CH3:27])=[O:24])[CH2:19][CH2:18]3)[CH2:30][CH2:31]2)=[CH:10][CH:9]=[CH:8][N:7]=1)[CH:2]([CH3:4])[CH3:3].